Dataset: NCI-60 drug combinations with 297,098 pairs across 59 cell lines. Task: Regression. Given two drug SMILES strings and cell line genomic features, predict the synergy score measuring deviation from expected non-interaction effect. (1) Drug 1: C1=CC(=C2C(=C1NCCNCCO)C(=O)C3=C(C=CC(=C3C2=O)O)O)NCCNCCO. Drug 2: CCC1=C2CN3C(=CC4=C(C3=O)COC(=O)C4(CC)O)C2=NC5=C1C=C(C=C5)O. Cell line: SF-539. Synergy scores: CSS=45.4, Synergy_ZIP=-1.83, Synergy_Bliss=-1.83, Synergy_Loewe=-1.93, Synergy_HSA=2.33. (2) Drug 1: CCCCC(=O)OCC(=O)C1(CC(C2=C(C1)C(=C3C(=C2O)C(=O)C4=C(C3=O)C=CC=C4OC)O)OC5CC(C(C(O5)C)O)NC(=O)C(F)(F)F)O. Drug 2: COC1=C2C(=CC3=C1OC=C3)C=CC(=O)O2. Cell line: HT29. Synergy scores: CSS=65.5, Synergy_ZIP=4.10, Synergy_Bliss=3.94, Synergy_Loewe=-0.484, Synergy_HSA=2.97. (3) Drug 1: CC1=C(C=C(C=C1)NC(=O)C2=CC=C(C=C2)CN3CCN(CC3)C)NC4=NC=CC(=N4)C5=CN=CC=C5. Drug 2: CCN(CC)CCNC(=O)C1=C(NC(=C1C)C=C2C3=C(C=CC(=C3)F)NC2=O)C. Cell line: OVCAR-5. Synergy scores: CSS=-8.03, Synergy_ZIP=2.47, Synergy_Bliss=-1.13, Synergy_Loewe=-6.36, Synergy_HSA=-6.75. (4) Drug 1: CC12CCC3C(C1CCC2=O)CC(=C)C4=CC(=O)C=CC34C. Drug 2: COC1=CC(=CC(=C1O)OC)C2C3C(COC3=O)C(C4=CC5=C(C=C24)OCO5)OC6C(C(C7C(O6)COC(O7)C8=CC=CS8)O)O. Cell line: NCI-H522. Synergy scores: CSS=40.9, Synergy_ZIP=-2.73, Synergy_Bliss=0.520, Synergy_Loewe=-8.34, Synergy_HSA=2.67. (5) Drug 1: C1CCC(CC1)NC(=O)N(CCCl)N=O. Drug 2: CC1=CC2C(CCC3(C2CCC3(C(=O)C)OC(=O)C)C)C4(C1=CC(=O)CC4)C. Cell line: MDA-MB-231. Synergy scores: CSS=10.5, Synergy_ZIP=-1.32, Synergy_Bliss=10.3, Synergy_Loewe=-8.13, Synergy_HSA=0.708. (6) Drug 1: CCCS(=O)(=O)NC1=C(C(=C(C=C1)F)C(=O)C2=CNC3=C2C=C(C=N3)C4=CC=C(C=C4)Cl)F. Drug 2: C1C(C(OC1N2C=C(C(=O)NC2=O)F)CO)O. Cell line: HOP-92. Synergy scores: CSS=3.15, Synergy_ZIP=-12.2, Synergy_Bliss=-18.7, Synergy_Loewe=-33.1, Synergy_HSA=-19.5. (7) Drug 1: CCC1=CC2CC(C3=C(CN(C2)C1)C4=CC=CC=C4N3)(C5=C(C=C6C(=C5)C78CCN9C7C(C=CC9)(C(C(C8N6C)(C(=O)OC)O)OC(=O)C)CC)OC)C(=O)OC.C(C(C(=O)O)O)(C(=O)O)O. Drug 2: CC1=C(C(=O)C2=C(C1=O)N3CC4C(C3(C2COC(=O)N)OC)N4)N. Cell line: CCRF-CEM. Synergy scores: CSS=75.1, Synergy_ZIP=-2.03, Synergy_Bliss=-1.51, Synergy_Loewe=-3.12, Synergy_HSA=0.821. (8) Drug 1: CCCCC(=O)OCC(=O)C1(CC(C2=C(C1)C(=C3C(=C2O)C(=O)C4=C(C3=O)C=CC=C4OC)O)OC5CC(C(C(O5)C)O)NC(=O)C(F)(F)F)O. Drug 2: B(C(CC(C)C)NC(=O)C(CC1=CC=CC=C1)NC(=O)C2=NC=CN=C2)(O)O. Cell line: COLO 205. Synergy scores: CSS=62.7, Synergy_ZIP=-4.10, Synergy_Bliss=-7.01, Synergy_Loewe=-3.13, Synergy_HSA=-0.416.